Regression. Given two drug SMILES strings and cell line genomic features, predict the synergy score measuring deviation from expected non-interaction effect. From a dataset of NCI-60 drug combinations with 297,098 pairs across 59 cell lines. (1) Drug 1: C1=NC2=C(N=C(N=C2N1C3C(C(C(O3)CO)O)F)Cl)N. Drug 2: C1CCC(C(C1)N)N.C(=O)(C(=O)[O-])[O-].[Pt+4]. Cell line: NCI-H460. Synergy scores: CSS=39.5, Synergy_ZIP=-2.06, Synergy_Bliss=-2.77, Synergy_Loewe=-1.62, Synergy_HSA=-1.67. (2) Drug 1: CC1=C(C=C(C=C1)NC2=NC=CC(=N2)N(C)C3=CC4=NN(C(=C4C=C3)C)C)S(=O)(=O)N.Cl. Drug 2: C1=CC(=CC=C1CC(C(=O)O)N)N(CCCl)CCCl.Cl. Cell line: BT-549. Synergy scores: CSS=15.1, Synergy_ZIP=1.43, Synergy_Bliss=3.44, Synergy_Loewe=-6.45, Synergy_HSA=0.468. (3) Drug 1: CC1=C2C(C(=O)C3(C(CC4C(C3C(C(C2(C)C)(CC1OC(=O)C(C(C5=CC=CC=C5)NC(=O)C6=CC=CC=C6)O)O)OC(=O)C7=CC=CC=C7)(CO4)OC(=O)C)O)C)OC(=O)C. Drug 2: C1CNP(=O)(OC1)N(CCCl)CCCl. Cell line: SF-268. Synergy scores: CSS=17.6, Synergy_ZIP=-2.67, Synergy_Bliss=-0.375, Synergy_Loewe=-35.6, Synergy_HSA=-2.16. (4) Drug 1: CC1=C(C=C(C=C1)C(=O)NC2=CC(=CC(=C2)C(F)(F)F)N3C=C(N=C3)C)NC4=NC=CC(=N4)C5=CN=CC=C5. Drug 2: CCC1(CC2CC(C3=C(CCN(C2)C1)C4=CC=CC=C4N3)(C5=C(C=C6C(=C5)C78CCN9C7C(C=CC9)(C(C(C8N6C)(C(=O)OC)O)OC(=O)C)CC)OC)C(=O)OC)O.OS(=O)(=O)O. Cell line: SK-MEL-5. Synergy scores: CSS=8.62, Synergy_ZIP=-3.05, Synergy_Bliss=-2.18, Synergy_Loewe=-0.167, Synergy_HSA=-2.69. (5) Drug 1: C1CCN(CC1)CCOC2=CC=C(C=C2)C(=O)C3=C(SC4=C3C=CC(=C4)O)C5=CC=C(C=C5)O. Drug 2: C1=C(C(=O)NC(=O)N1)N(CCCl)CCCl. Cell line: MDA-MB-435. Synergy scores: CSS=4.63, Synergy_ZIP=1.62, Synergy_Bliss=9.61, Synergy_Loewe=4.01, Synergy_HSA=3.78. (6) Drug 2: CN(C)C1=NC(=NC(=N1)N(C)C)N(C)C. Synergy scores: CSS=-4.96, Synergy_ZIP=-1.07, Synergy_Bliss=-6.35, Synergy_Loewe=-11.4, Synergy_HSA=-9.39. Cell line: SW-620. Drug 1: COC1=C(C=C2C(=C1)N=CN=C2NC3=CC(=C(C=C3)F)Cl)OCCCN4CCOCC4.